This data is from Reaction yield outcomes from USPTO patents with 853,638 reactions. The task is: Predict the reaction yield, written as a fraction of the theoretical maximum amount of product (1.0 means a 100% yield; for example, 0.34 means a 34% yield). (1) The reactants are [Cl:1][C:2]1[CH:7]=[CH:6][N:5]=[C:4]2[CH:8]=[CH:9][S:10][C:3]=12.[Li]CCCC.[O:16]1[CH2:21][CH2:20][CH2:19][O:18][CH:17]1[C:22]1[N:26]([CH3:27])[C:25](I)=[N:24][CH:23]=1. The catalyst is C1COCC1.[OH-].[NH4+].CCOC(C)=O.[Cl-].[Cl-].[Zn+2].C1C=CC([P]([Pd]([P](C2C=CC=CC=2)(C2C=CC=CC=2)C2C=CC=CC=2)([P](C2C=CC=CC=2)(C2C=CC=CC=2)C2C=CC=CC=2)[P](C2C=CC=CC=2)(C2C=CC=CC=2)C2C=CC=CC=2)(C2C=CC=CC=2)C2C=CC=CC=2)=CC=1. The product is [O:18]1[CH2:19][CH2:20][CH2:21][O:16][CH:17]1[C:22]1[N:26]([CH3:27])[C:25]([C:9]2[S:10][C:3]3[C:4](=[N:5][CH:6]=[CH:7][C:2]=3[Cl:1])[CH:8]=2)=[N:24][CH:23]=1. The yield is 0.870. (2) The reactants are [Br:1][C:2]1[CH:3]=[C:4]2[C:10]([C:11]([OH:13])=O)=[N:9][NH:8][C:5]2=[N:6][CH:7]=1.C1N=CN(C(N2C=NC=C2)=O)C=1.Cl.[CH3:27][NH:28][O:29][CH3:30]. The catalyst is CN(C=O)C. The product is [Br:1][C:2]1[CH:3]=[C:4]2[C:10]([C:11]([N:28]([O:29][CH3:30])[CH3:27])=[O:13])=[N:9][NH:8][C:5]2=[N:6][CH:7]=1. The yield is 0.920.